Predict the reaction yield, written as a fraction of the theoretical maximum amount of product (1.0 means a 100% yield; for example, 0.34 means a 34% yield). From a dataset of Reaction yield outcomes from USPTO patents with 853,638 reactions. (1) The reactants are [O:1]1[CH2:5][CH2:4][NH:3][C:2]1=[O:6].ClC(Cl)(O[C:11](=[O:17])[O:12][C:13](Cl)(Cl)Cl)Cl.C(N(CC)CC)C.[F:26][C:27]1[CH:34]=C(O)[CH:32]=[CH:31][C:28]=1[CH:29]=[O:30]. The catalyst is C(Cl)Cl.CC(OC)(C)C.O.C1COCC1. The product is [O:6]=[C:2]1[N:3]([C:11]([O:12][C:13]2[CH:32]=[CH:31][C:28]([CH:29]=[O:30])=[C:27]([F:26])[CH:34]=2)=[O:17])[CH2:4][CH2:5][O:1]1. The yield is 0.860. (2) The reactants are Cl[C:2]1[CH:3]=[CH:4][C:5]2[O:14][CH2:13][CH2:12][C:11]3[CH:10]=[C:9]([C:15]4[N:16]([C:20]5[CH:25]=[CH:24][C:23]([F:26])=[CH:22][C:21]=5[F:27])[N:17]=[CH:18][N:19]=4)[S:8][C:7]=3[C:6]=2[N:28]=1.[F:29][C:30]1[CH:35]=[CH:34][C:33](B2OC(C)(C)C(C)(C)O2)=[CH:32][N:31]=1.C([O-])([O-])=O.[Cs+].[Cs+]. The catalyst is C1C=CC(P(C2C=CC=CC=2)[C-]2C=CC=C2)=CC=1.C1C=CC(P(C2C=CC=CC=2)[C-]2C=CC=C2)=CC=1.Cl[Pd]Cl.[Fe+2].CC#N.O. The product is [F:27][C:21]1[CH:22]=[C:23]([F:26])[CH:24]=[CH:25][C:20]=1[N:16]1[C:15]([C:9]2[S:8][C:7]3[C:6]4[N:28]=[C:2]([C:33]5[CH:32]=[N:31][C:30]([F:29])=[CH:35][CH:34]=5)[CH:3]=[CH:4][C:5]=4[O:14][CH2:13][CH2:12][C:11]=3[CH:10]=2)=[N:19][CH:18]=[N:17]1. The yield is 0.840. (3) The reactants are C([C:3]1[C:12]2[C:6]([CH:7]=[CH:8][CH:9]=[CH:10][CH:11]=2)=[C:5](C(O)=O)[C:4]=1[CH2:16][CH3:17])#N.[OH-].[Na+]. The catalyst is S(=O)(=O)(O)O. The product is [CH2:16]([C:4]1[CH:3]=[C:12]2[C:6](=[CH:7][CH:8]=[CH:9][CH:10]=[CH:11]2)[CH:5]=1)[CH3:17]. The yield is 0.670. (4) The reactants are [NH:1]1[CH2:6][CH2:5][CH:4]([C:7]2[N:11]3[C:12]4[CH:18]=[CH:17][NH:16][C:13]=4[N:14]=[CH:15][C:10]3=[N:9][N:8]=2)[CH2:3][CH2:2]1.N1C=CC=CC=1.[CH:25]1([S:28](Cl)(=[O:30])=[O:29])[CH2:27][CH2:26]1. The catalyst is CN(C=O)C. The product is [CH:25]1([S:28]([N:1]2[CH2:2][CH2:3][CH:4]([C:7]3[N:11]4[C:12]5[CH:18]=[CH:17][NH:16][C:13]=5[N:14]=[CH:15][C:10]4=[N:9][N:8]=3)[CH2:5][CH2:6]2)(=[O:30])=[O:29])[CH2:27][CH2:26]1. The yield is 0.0600.